From a dataset of Forward reaction prediction with 1.9M reactions from USPTO patents (1976-2016). Predict the product of the given reaction. (1) Given the reactants [C:1]([O:5][C:6]([N:8]1[CH2:13][CH2:12][N:11]([C:14]2[CH:19]=[CH:18][C:17]([NH2:20])=[CH:16][CH:15]=2)[CH2:10][CH:9]1[CH3:21])=[O:7])([CH3:4])([CH3:3])[CH3:2].[CH3:22][O:23][C:24]1[CH:29]=[CH:28][C:27]([CH3:30])=[CH:26][C:25]=1[N:31]=[C:32]=[O:33].CO, predict the reaction product. The product is: [C:1]([O:5][C:6]([N:8]1[CH2:13][CH2:12][N:11]([C:14]2[CH:15]=[CH:16][C:17]([NH:20][C:32]([NH:31][C:25]3[CH:26]=[C:27]([CH3:30])[CH:28]=[CH:29][C:24]=3[O:23][CH3:22])=[O:33])=[CH:18][CH:19]=2)[CH2:10][CH:9]1[CH3:21])=[O:7])([CH3:4])([CH3:2])[CH3:3]. (2) The product is: [CH3:49][O:50][CH2:36][CH:37]([NH:42][C:31]([C:22]1[CH:21]=[C:20]([C:14]2[CH:15]=[CH:16][C:17]([F:19])=[CH:18][C:13]=2[Cl:12])[CH:25]=[C:24]([C:26]2[S:30][CH:29]=[N:28][CH:27]=2)[CH:23]=1)=[O:32])[CH3:38]. Given the reactants CCN=C=NCCCN(C)C.[Cl:12][C:13]1[CH:18]=[C:17]([F:19])[CH:16]=[CH:15][C:14]=1[C:20]1[CH:25]=[C:24]([C:26]2[S:30][CH:29]=[N:28][CH:27]=2)[CH:23]=[C:22]([C:31](O)=[O:32])[CH:21]=1.C1C=[CH:36][C:37]2[N:42](O)N=N[C:38]=2C=1.CN1[C:49](=[O:50])CCC1, predict the reaction product.